Dataset: Forward reaction prediction with 1.9M reactions from USPTO patents (1976-2016). Task: Predict the product of the given reaction. (1) Given the reactants [CH2:1]([O:8][C:9]1[CH:10]=[CH:11][C:12]([CH2:15][OH:16])=[N:13][CH:14]=1)[C:2]1[CH:7]=[CH:6][CH:5]=[CH:4][CH:3]=1, predict the reaction product. The product is: [CH2:1]([O:8][C:9]1[CH:10]=[CH:11][C:12]([CH:15]=[O:16])=[N:13][CH:14]=1)[C:2]1[CH:3]=[CH:4][CH:5]=[CH:6][CH:7]=1. (2) The product is: [NH2:1][C:2]1[CH:3]=[CH:4][C:5]([C:8]2[N:10]=[C:14]([OH:13])[C:15]([Cl:19])=[C:16]([CH3:18])[N:9]=2)=[N:6][CH:7]=1. Given the reactants [NH2:1][C:2]1[CH:3]=[CH:4][C:5]([C:8]([NH2:10])=[NH:9])=[N:6][CH:7]=1.C([O:13][C:14](=O)[CH:15]([Cl:19])[C:16]([CH3:18])=O)C.C(=O)([O-])[O-].[Na+].[Na+], predict the reaction product. (3) Given the reactants [O:1]1[CH2:6][CH:5]=[C:4](B2OC(C)(C)C(C)(C)O2)[CH2:3][CH2:2]1.BrC1C=C2C(=CC=1)N[C@@H](C1CC1)[C@H](C)[C@H]2NC(=O)OC(C)(C)C.[C:39]([N:42]1[C:51]2[C:46](=[CH:47][C:48](Br)=[CH:49][CH:50]=2)[C@H:45]([NH:53][C:54](=[O:60])[O:55][C:56]([CH3:59])([CH3:58])[CH3:57])[C@@H:44]([CH3:61])[C@@H:43]1[CH:62]1[CH2:64][CH2:63]1)(=[O:41])[CH3:40].C(=O)([O-])[O-].[Cs+].[Cs+], predict the reaction product. The product is: [C:39]([N:42]1[C:51]2[C:46](=[CH:47][C:48]([C:4]3[CH2:3][CH2:2][O:1][CH2:6][CH:5]=3)=[CH:49][CH:50]=2)[C@H:45]([NH:53][C:54](=[O:60])[O:55][C:56]([CH3:59])([CH3:58])[CH3:57])[C@@H:44]([CH3:61])[C@@H:43]1[CH:62]1[CH2:63][CH2:64]1)(=[O:41])[CH3:40].